This data is from Reaction yield outcomes from USPTO patents with 853,638 reactions. The task is: Predict the reaction yield, written as a fraction of the theoretical maximum amount of product (1.0 means a 100% yield; for example, 0.34 means a 34% yield). The reactants are [H-].[Na+].[F:3][C:4]([F:12])([F:11])[CH:5]([OH:10])[C:6]([F:9])([F:8])[F:7].Cl[C:14]1[CH:19]=[CH:18][C:17]([N+:20]([O-:22])=[O:21])=[CH:16][N:15]=1.O. The catalyst is C1COCC1. The product is [N+:20]([C:17]1[CH:18]=[CH:19][C:14]([O:10][CH:5]([C:6]([F:9])([F:8])[F:7])[C:4]([F:12])([F:11])[F:3])=[N:15][CH:16]=1)([O-:22])=[O:21]. The yield is 0.920.